From a dataset of Peptide-MHC class II binding affinity with 134,281 pairs from IEDB. Regression. Given a peptide amino acid sequence and an MHC pseudo amino acid sequence, predict their binding affinity value. This is MHC class II binding data. (1) The peptide sequence is IRGTSATAAAIQLKC. The MHC is DRB4_0101 with pseudo-sequence DRB4_0103. The binding affinity (normalized) is 0.146. (2) The peptide sequence is NKELRLMYVNCVKKN. The MHC is DRB1_0404 with pseudo-sequence DRB1_0404. The binding affinity (normalized) is 0.566. (3) The peptide sequence is TVFLLVIVELIPSTSSA. The binding affinity (normalized) is 0.110. The MHC is DRB5_0101 with pseudo-sequence DRB5_0101. (4) The peptide sequence is DKVYEILKINSVKYY. The MHC is DRB1_0802 with pseudo-sequence DRB1_0802. The binding affinity (normalized) is 0.121. (5) The peptide sequence is EGTKVTFHVEKGSNP. The MHC is DRB3_0202 with pseudo-sequence DRB3_0202. The binding affinity (normalized) is 0. (6) The peptide sequence is MSNPLTSPISCSYSL. The MHC is HLA-DQA10103-DQB10603 with pseudo-sequence HLA-DQA10103-DQB10603. The binding affinity (normalized) is 0.549. (7) The peptide sequence is SFGIVVAWQVKLLPV. The MHC is DRB1_1501 with pseudo-sequence DRB1_1501. The binding affinity (normalized) is 0.820. (8) The peptide sequence is SKLTYENVKMEDVGY. The MHC is HLA-DQA10401-DQB10402 with pseudo-sequence HLA-DQA10401-DQB10402. The binding affinity (normalized) is 0.174. (9) The peptide sequence is AFKVAANAANAAPAN. The MHC is HLA-DPA10103-DPB10301 with pseudo-sequence HLA-DPA10103-DPB10301. The binding affinity (normalized) is 0.742.